Dataset: Experimentally validated miRNA-target interactions with 360,000+ pairs, plus equal number of negative samples. Task: Binary Classification. Given a miRNA mature sequence and a target amino acid sequence, predict their likelihood of interaction. The miRNA is hsa-miR-1285-3p with sequence UCUGGGCAACAAAGUGAGACCU. The protein sequence of the target gene is MSKRGRGGSSGAKFRISLGLPVGAVINCADNTGAKNLYIISVKGIKGRLNRLPAAGVGDMVMATVKKGKPELRKKVHPAVVIRQRKSYRRKDGVFLYFEDNAGVIVNNKGEMKGSAITGPVAKECADLWPRIASNAGSIA. Result: 1 (interaction).